Task: Predict the product of the given reaction.. Dataset: Forward reaction prediction with 1.9M reactions from USPTO patents (1976-2016) (1) Given the reactants C(OC([N:8]1[CH:13]2[CH2:14][CH2:15][CH:9]1[CH2:10][C:11](O)([C:16]1[CH:25]=[CH:24][C:23]3[C:18](=[CH:19][CH:20]=[CH:21][CH:22]=3)[CH:17]=1)[CH2:12]2)=O)(C)(C)C.C(O)(C(F)(F)F)=O, predict the reaction product. The product is: [CH:17]1[C:18]2[C:23](=[CH:22][CH:21]=[CH:20][CH:19]=2)[CH:24]=[CH:25][C:16]=1[C:11]1[CH2:12][CH:13]2[NH:8][CH:9]([CH2:15][CH2:14]2)[CH:10]=1. (2) Given the reactants Br[C:2]1[CH:7]=[CH:6][C:5](/[CH:8]=[C:9](\Cl)/[C:10]2[CH:15]=[CH:14][C:13]([CH2:16][CH2:17][CH2:18][CH2:19][CH2:20][CH3:21])=[CH:12][CH:11]=2)=[CH:4][CH:3]=1.[OH-].[K+].[O:25]1CCOC[CH2:26]1, predict the reaction product. The product is: [CH2:16]([C:13]1[CH:14]=[CH:15][C:10]([C:9]#[C:8][C:5]2[CH:6]=[CH:7][C:2]([CH:26]=[O:25])=[CH:3][CH:4]=2)=[CH:11][CH:12]=1)[CH2:17][CH2:18][CH2:19][CH2:20][CH3:21]. (3) The product is: [CH3:8][O:7][CH:3]([O:2][CH3:1])[C:12]1[CH:10]=[CH:9][N:26]=[C:24]([NH:23][CH3:22])[N:25]=1. Given the reactants [CH3:1][O:2][CH:3]([O:7][CH3:8])N(C)C.[CH3:9][C:10]([CH:12](OC)OC)=O.[O-]CC.[Na+].Cl.[CH3:22][NH:23][C:24]([NH2:26])=[NH:25], predict the reaction product. (4) Given the reactants [Cl:1][C:2]1[CH:11]=[C:10]([OH:12])[C:9]([N+:13]([O-:15])=[O:14])=[CH:8][C:3]=1[C:4]([O:6][CH3:7])=[O:5].I[CH2:17][CH3:18].C(=O)([O-])[O-].[K+].[K+], predict the reaction product. The product is: [Cl:1][C:2]1[CH:11]=[C:10]([O:12][CH2:17][CH3:18])[C:9]([N+:13]([O-:15])=[O:14])=[CH:8][C:3]=1[C:4]([O:6][CH3:7])=[O:5]. (5) Given the reactants [Cl-].Cl[CH:3]=[N+](C)C.[CH2:7]([N:9]([CH2:22][CH3:23])[CH2:10][CH2:11][NH:12][C:13]([C:15]1[C:19]([CH3:20])=[CH:18][NH:17][C:16]=1[CH3:21])=[O:14])[CH3:8].[F:24][C:25]1[CH:26]=[C:27]2[C:31](=[CH:32][CH:33]=1)[NH:30][C:29](=[O:34])[CH2:28]2.[OH-].[K+], predict the reaction product. The product is: [CH2:22]([N:9]([CH2:7][CH3:8])[CH2:10][CH2:11][NH:12][C:13]([C:15]1[C:19]([CH3:20])=[C:18](/[CH:3]=[C:28]2\[C:29](=[O:34])[NH:30][C:31]3[C:27]\2=[CH:26][C:25]([F:24])=[CH:33][CH:32]=3)[NH:17][C:16]=1[CH3:21])=[O:14])[CH3:23]. (6) Given the reactants Cl[C:2]1[CH:12]=[C:6]2[N:7]([CH3:11])[CH2:8][CH2:9][CH2:10][N:5]2[C:4](=[O:13])[N:3]=1.[F:14][C:15]1[CH:16]=[C:17]([CH2:32][OH:33])[CH:18]=[CH:19][C:20]=1[O:21][C:22]1[CH:23]=[N:24][C:25]([C:28]([F:31])([F:30])[F:29])=[CH:26][CH:27]=1, predict the reaction product. The product is: [F:14][C:15]1[CH:16]=[C:17]([CH:18]=[CH:19][C:20]=1[O:21][C:22]1[CH:23]=[N:24][C:25]([C:28]([F:31])([F:29])[F:30])=[CH:26][CH:27]=1)[CH2:32][O:33][C:2]1[CH:12]=[C:6]2[N:7]([CH3:11])[CH2:8][CH2:9][CH2:10][N:5]2[C:4](=[O:13])[N:3]=1. (7) Given the reactants Br[C:2]1[C:3]([NH:10][CH:11]2[CH2:14][CH2:13][CH2:12]2)=[N:4][C:5]([O:8][CH3:9])=[N:6][CH:7]=1.C[Si]([C:19]#[CH:20])(C)C.CCN(CC)CC.C([O-])([O-])=O.[K+].[K+], predict the reaction product. The product is: [CH:11]1([NH:10][C:3]2[C:2]([C:19]#[CH:20])=[CH:7][N:6]=[C:5]([O:8][CH3:9])[N:4]=2)[CH2:14][CH2:13][CH2:12]1.